Dataset: Peptide-MHC class II binding affinity with 134,281 pairs from IEDB. Task: Regression. Given a peptide amino acid sequence and an MHC pseudo amino acid sequence, predict their binding affinity value. This is MHC class II binding data. (1) The peptide sequence is SHLIKIPLLIGYGNK. The MHC is HLA-DQA10501-DQB10201 with pseudo-sequence HLA-DQA10501-DQB10201. The binding affinity (normalized) is 0.353. (2) The peptide sequence is GELQCVDKIDAAFKI. The MHC is DRB5_0101 with pseudo-sequence DRB5_0101. The binding affinity (normalized) is 0.546. (3) The peptide sequence is AAGVPPADKYRTFVA. The MHC is HLA-DPA10201-DPB10501 with pseudo-sequence HLA-DPA10201-DPB10501. The binding affinity (normalized) is 0.198. (4) The MHC is DRB1_0301 with pseudo-sequence DRB1_0301. The peptide sequence is EIGWEAGTAAPDEIP. The binding affinity (normalized) is 0.0548. (5) The peptide sequence is QLVFNSISARALKAY. The MHC is H-2-IAb with pseudo-sequence H-2-IAb. The binding affinity (normalized) is 0.759. (6) The peptide sequence is RVWEQIFSTWLLKPG. The MHC is DRB1_0405 with pseudo-sequence DRB1_0405. The binding affinity (normalized) is 0.345. (7) The peptide sequence is GRKRPIVRILRRVHH. The MHC is DRB1_0405 with pseudo-sequence DRB1_0405. The binding affinity (normalized) is 0.508.